This data is from Forward reaction prediction with 1.9M reactions from USPTO patents (1976-2016). The task is: Predict the product of the given reaction. Given the reactants [CH3:1][O:2][C:3]1[CH:4]=[C:5]([CH2:19][NH2:20])[CH:6]=[C:7]([C:9]2[CH:14]=[CH:13][C:12]([C:15]([F:18])([F:17])[F:16])=[CH:11][CH:10]=2)[CH:8]=1.[F:21][C:22]1[CH:27]=[CH:26][C:25]([S:28]([N:31]([CH2:33][C:34](O)=[O:35])[CH3:32])(=[O:30])=[O:29])=[CH:24][CH:23]=1.CN(C(ON1N=NC2C=CC=NC1=2)=[N+](C)C)C.F[P-](F)(F)(F)(F)F.C(N(CC)C(C)C)(C)C.OS([O-])(=O)=O.[K+], predict the reaction product. The product is: [F:21][C:22]1[CH:23]=[CH:24][C:25]([S:28]([N:31]([CH3:32])[CH2:33][C:34]([NH:20][CH2:19][C:5]2[CH:6]=[C:7]([C:9]3[CH:10]=[CH:11][C:12]([C:15]([F:17])([F:16])[F:18])=[CH:13][CH:14]=3)[CH:8]=[C:3]([O:2][CH3:1])[CH:4]=2)=[O:35])(=[O:29])=[O:30])=[CH:26][CH:27]=1.